From a dataset of Catalyst prediction with 721,799 reactions and 888 catalyst types from USPTO. Predict which catalyst facilitates the given reaction. Reactant: [CH:1]([C:3]1[NH:7][C:6]([CH3:8])=[C:5]([C:9]([NH:11][CH2:12][CH2:13][N:14]2[CH2:18][CH2:17][CH2:16][CH2:15]2)=[O:10])[C:4]=1[CH3:19])=O.[NH2:20][C:21]1[N:22]=[C:23]([Cl:40])[C:24]2[CH2:29][C:28](=[O:30])[N:27]([CH2:31][C:32]3[CH:37]=[C:36]([O:38][CH3:39])[CH:35]=[CH:34][N:33]=3)[C:25]=2[N:26]=1.N1CCCCC1. Product: [NH2:20][C:21]1[N:22]=[C:23]([Cl:40])[C:24]2=[C:25]([N:27]([CH2:31][C:32]3[CH:37]=[C:36]([O:38][CH3:39])[CH:35]=[CH:34][N:33]=3)[C:28](=[O:30])/[C:29]/2=[CH:1]\[C:3]2[NH:7][C:6]([CH3:8])=[C:5]([C:9]([NH:11][CH2:12][CH2:13][N:14]3[CH2:18][CH2:17][CH2:16][CH2:15]3)=[O:10])[C:4]=2[CH3:19])[N:26]=1. The catalyst class is: 14.